This data is from Reaction yield outcomes from USPTO patents with 853,638 reactions. The task is: Predict the reaction yield, written as a fraction of the theoretical maximum amount of product (1.0 means a 100% yield; for example, 0.34 means a 34% yield). (1) The reactants are C([Si]([O:8]/[C:9](/[C:12]1[CH:17]=[CH:16][CH:15]=[C:14]([Br:18])[CH:13]=1)=[CH:10]\[CH3:11])(C)C)(C)(C)C.CC[C@@H]1[C@@H]2C[C@H]([C@@H](OC3C4C(=CC=CC=4)C(O[C@@H](C4C=CN=C5C=4C=C(OC)C=C5)[C@@H]4N5C[C@H](CC)[C@@H](CC5)C4)=NN=3)C3C=CN=C4C=3C=C([O:40]C)C=C4)N(CC2)C1.CS(N)(=O)=O. The catalyst is C(O)(C)(C)C.O. The product is [Br:18][C:14]1[CH:13]=[C:12]([C:9](=[O:8])[C@H:10]([OH:40])[CH3:11])[CH:17]=[CH:16][CH:15]=1. The yield is 0.880. (2) The catalyst is C(Cl)Cl.C(O)(=O)C. The reactants are [F:1][C:2]1[CH:3]=[C:4]([NH:9][CH:10]([CH3:12])[CH3:11])[C:5]([NH2:8])=[CH:6][CH:7]=1.[C:13]([O:17][C:18]([NH:20][C@@H:21]([CH3:25])[C:22](O)=O)=[O:19])([CH3:16])([CH3:15])[CH3:14].C1C=NC2N(O)N=NC=2C=1.CN1CCOCC1.CN(C)CCCN=C=NCC. The product is [C:13]([O:17][C:18](=[O:19])[NH:20][C@H:21]([C:22]1[N:9]([CH:10]([CH3:12])[CH3:11])[C:4]2[CH:3]=[C:2]([F:1])[CH:7]=[CH:6][C:5]=2[N:8]=1)[CH3:25])([CH3:16])([CH3:15])[CH3:14]. The yield is 0.880. (3) The reactants are C([Sn](=O)CCCC)CCC.[CH2:11]([OH:17])[CH2:12][CH:13]([OH:16])[CH2:14][CH3:15].[C:18]1([CH3:38])[CH:23]=[CH:22][C:21]([S:24](O[S:24]([C:21]2[CH:22]=[CH:23][C:18]([CH3:38])=[CH:19][CH:20]=2)(=[O:26])=[O:25])(=[O:26])=[O:25])=[CH:20][CH:19]=1. The catalyst is C(Cl)Cl. The product is [OH:16][CH:13]([CH2:14][CH3:15])[CH2:12][CH2:11][O:17][S:24]([C:21]1[CH:22]=[CH:23][C:18]([CH3:38])=[CH:19][CH:20]=1)(=[O:26])=[O:25]. The yield is 0.0700. (4) The reactants are Cl[C:2]1[C:3]([C:12]([F:15])([F:14])[F:13])=[CH:4][C:5]([N+:9]([O-:11])=[O:10])=[C:6]([NH2:8])[CH:7]=1.CN(C=O)C.[CH3:21][S-:22].[Na+].O. The catalyst is [Cl-].[Na+].O. The product is [CH3:21][S:22][C:2]1[C:3]([C:12]([F:15])([F:14])[F:13])=[CH:4][C:5]([N+:9]([O-:11])=[O:10])=[C:6]([NH2:8])[CH:7]=1. The yield is 0.950.